Dataset: Catalyst prediction with 721,799 reactions and 888 catalyst types from USPTO. Task: Predict which catalyst facilitates the given reaction. (1) Reactant: C1C=CC(P(C2C=CC=CC=2)C2C=CC=CC=2)=CC=1.[F:20][C:21]([F:31])([F:30])[C@H:22]1[CH2:27][CH2:26][C@H:25]([CH2:28]O)[CH2:24][CH2:23]1.C(Br)(Br)(Br)[Br:33]. Product: [Br:33][CH2:28][C@H:25]1[CH2:26][CH2:27][C@H:22]([C:21]([F:31])([F:30])[F:20])[CH2:23][CH2:24]1. The catalyst class is: 2. (2) Reactant: CON(C)[C:4]([C:6]1[CH:15]=[CH:14][C:9]2[N:10]([CH3:13])[CH:11]=[N:12][C:8]=2[CH:7]=1)=[O:5].[CH3:17][Mg+].[Br-].[NH4+].[Cl-]. Product: [CH3:13][N:10]1[C:9]2[CH:14]=[CH:15][C:6]([C:4](=[O:5])[CH3:17])=[CH:7][C:8]=2[N:12]=[CH:11]1. The catalyst class is: 1. (3) Reactant: [CH2:1]([Li])[CH2:2][CH2:3][CH3:4].O=O.Br[C:9]1[CH:14]=[CH:13][C:12]([F:15])=[C:11]([CH2:16][C:17]2[CH:22]=[CH:21][C:20]([O:23][CH3:24])=[CH:19][CH:18]=2)[CH:10]=1.CON(C)[C:28](=[O:80])[C@H:29]([O:72]CC1C=CC=CC=1)[C@@H:30]([O:64][CH2:65][C:66]1[CH:71]=[CH:70][CH:69]=[CH:68][CH:67]=1)[C@H:31]([O:56][CH2:57][C:58]1[CH:63]=[CH:62][CH:61]=[CH:60][CH:59]=1)[C:32]([OH:55])([CH2:44][O:45][CH2:46][C:47]1[CH:52]=[CH:51][C:50]([O:53][CH3:54])=[CH:49][CH:48]=1)[CH2:33][O:34][CH2:35][C:36]1[CH:41]=[CH:40][C:39]([O:42][CH3:43])=[CH:38][CH:37]=1.[Al].O1C[CH2:86][CH2:85][CH2:84]1. Product: [CH2:1]([O:72][CH:29]1[C@@H:30]([O:64][CH2:65][C:66]2[CH:67]=[CH:68][CH:69]=[CH:70][CH:71]=2)[C@H:31]([O:56][CH2:57][C:58]2[CH:63]=[CH:62][CH:61]=[CH:60][CH:59]=2)[C:32]([CH2:44][O:45][CH2:46][C:47]2[CH:48]=[CH:49][C:50]([O:53][CH3:54])=[CH:51][CH:52]=2)([CH2:33][O:34][CH2:35][C:36]2[CH:37]=[CH:38][C:39]([O:42][CH3:43])=[CH:40][CH:41]=2)[O:55][C:28]1([C:9]1[CH:14]=[CH:13][C:12]([F:15])=[C:11]([CH2:16][C:17]2[CH:22]=[CH:21][C:20]([O:23][CH3:24])=[CH:19][CH:18]=2)[CH:10]=1)[OH:80])[C:2]1[CH:86]=[CH:85][CH:84]=[CH:4][CH:3]=1. The catalyst class is: 27. (4) Reactant: C(=O)([O-])[O-].[Cs+].[Cs+].Br[CH2:8][C:9]([N:11]1[CH2:16][CH2:15][O:14][CH2:13][CH2:12]1)=[O:10].[NH2:17][C:18]1[C:27]2[N:28]=[C:29]([CH2:34][O:35][CH2:36][CH3:37])[N:30]([CH2:31][CH2:32][CH3:33])[C:26]=2[C:25]2[CH:24]=[C:23]([OH:38])[CH:22]=[CH:21][C:20]=2[N:19]=1.CN(C=O)C. Product: [CH2:36]([O:35][CH2:34][C:29]1[N:30]([CH2:31][CH2:32][CH3:33])[C:26]2[C:25]3[CH:24]=[C:23]([O:38][CH2:8][C:9]([N:11]4[CH2:16][CH2:15][O:14][CH2:13][CH2:12]4)=[O:10])[CH:22]=[CH:21][C:20]=3[N:19]=[C:18]([NH2:17])[C:27]=2[N:28]=1)[CH3:37]. The catalyst class is: 6.